This data is from Full USPTO retrosynthesis dataset with 1.9M reactions from patents (1976-2016). The task is: Predict the reactants needed to synthesize the given product. (1) Given the product [CH3:13][O:14][C:15]([C:17]1[CH:22]=[CH:21][C:20]([C:23]2[CH:24]=[CH:25][CH:26]=[CH:27][CH:28]=2)=[C:19]([NH:29][C:2]2[C:3]3[C:8](=[N:7][C:6]([CH3:12])=[CH:5][CH:4]=3)[N:9]=[CH:10][CH:11]=2)[CH:18]=1)=[O:16], predict the reactants needed to synthesize it. The reactants are: Cl[C:2]1[CH:11]=[CH:10][N:9]=[C:8]2[C:3]=1[CH:4]=[CH:5][C:6]([CH3:12])=[N:7]2.[CH3:13][O:14][C:15]([C:17]1[CH:22]=[CH:21][C:20]([C:23]2[CH:28]=[CH:27][CH:26]=[CH:25][CH:24]=2)=[C:19]([NH2:29])[CH:18]=1)=[O:16]. (2) The reactants are: [CH2:1]([O:3][C:4](=[O:34])[CH:5]([C:10]1[CH:11]=[C:12]([C:24]2[CH:29]=[CH:28][C:27]([C:30]([F:33])([F:32])[F:31])=[CH:26][CH:25]=2)[CH:13]=[C:14](OS(C(F)(F)F)(=O)=O)[CH:15]=1)[CH2:6][CH:7]([CH3:9])[CH3:8])[CH3:2].[N:35]1[CH:40]=[CH:39][CH:38]=[CH:37][C:36]=1B1OC(C)(C)C(C)(C)O1.C([O-])([O-])=O.[Na+].[Na+]. Given the product [CH2:1]([O:3][C:4](=[O:34])[CH:5]([C:10]1[CH:11]=[C:12]([C:24]2[CH:25]=[CH:26][C:27]([C:30]([F:32])([F:33])[F:31])=[CH:28][CH:29]=2)[CH:13]=[C:14]([C:36]2[CH:37]=[CH:38][CH:39]=[CH:40][N:35]=2)[CH:15]=1)[CH2:6][CH:7]([CH3:9])[CH3:8])[CH3:2], predict the reactants needed to synthesize it. (3) Given the product [CH3:24][C:23]1[CH:22]=[C:21]2[C:20]([CH:25]=[CH:26][NH:5][C:10]2=[O:44])=[CH:19][C:18]=1[NH:17][C:14](=[O:16])[CH3:15], predict the reactants needed to synthesize it. The reactants are: C([N:5]([CH2:10]CCC)CCCC)CCC.[C:14]([NH:17][C:18]1[CH:19]=[C:20]([CH:25]=[CH:26]C(N=[N+]=[N-])=O)[CH:21]=[CH:22][C:23]=1[CH3:24])(=[O:16])[CH3:15].CCCCCC.C1([O:44]C2C=CC=CC=2)C=CC=CC=1. (4) Given the product [CH:48]1([N:37]2[CH2:36][CH2:35][N:34]([C:31]3[CH:30]=[CH:29][CH:28]=[C:27]4[C:32]=3[CH2:33][N:25]([C@@H:11]([C:5]3[CH:6]=[CH:7][C:8]([O:9][CH3:10])=[C:3]([O:2][CH3:1])[CH:4]=3)[CH2:12][CH2:13][CH2:14][N:15]([CH3:24])[S:16]([C:19]3[S:20][CH:21]=[CH:22][CH:23]=3)(=[O:18])=[O:17])[C:26]4=[O:40])[CH2:39][CH2:38]2)[CH2:50][CH2:49]1, predict the reactants needed to synthesize it. The reactants are: [CH3:1][O:2][C:3]1[CH:4]=[C:5]([C@H:11]([N:25]2[CH2:33][C:32]3[C:27](=[CH:28][CH:29]=[CH:30][C:31]=3[N:34]3[CH2:39][CH2:38][NH:37][CH2:36][CH2:35]3)[C:26]2=[O:40])[CH2:12][CH2:13][CH2:14][N:15]([CH3:24])[S:16]([C:19]2[S:20][CH:21]=[CH:22][CH:23]=2)(=[O:18])=[O:17])[CH:6]=[CH:7][C:8]=1[O:9][CH3:10].C(O)(=O)C.C(O[C:48]1(O[Si](C)(C)C)[CH2:50][CH2:49]1)C.C([BH3-])#N.[Na+]. (5) Given the product [NH2:31][CH:28]([C@@:18]1([C:22]2[CH:23]=[CH:24][CH:25]=[CH:26][CH:27]=2)[CH2:17][C@@H:16]2[CH2:21][C@H:19]1[CH2:20][CH:15]2[O:14][C:3]1[CH:4]=[C:5]2[C:10](=[CH:11][C:2]=1[Cl:1])[C:9](=[O:12])[NH:8][CH:7]=[CH:6]2)[CH2:29][CH3:30], predict the reactants needed to synthesize it. The reactants are: [Cl:1][C:2]1[CH:11]=[C:10]2[C:5]([CH:6]=[CH:7][N:8]=[C:9]2[O:12]C)=[CH:4][C:3]=1[O:14][CH:15]1[CH2:20][C@@H:19]2[CH2:21][C@H:16]1[CH2:17][C@@:18]2([CH:28]([NH2:31])[CH2:29][CH3:30])[C:22]1[CH:27]=[CH:26][CH:25]=[CH:24][CH:23]=1.CC(O)C.Cl. (6) Given the product [CH3:1][C:2]1[CH:7]=[C:6]([CH3:8])[CH:5]=[CH:4][C:3]=1[N:9]([CH2:29][CH:30]([CH3:31])[CH3:32])[S:10]([C:13]1[CH:18]=[CH:17][C:16]([CH:19]2[CH2:20][CH2:21][C:22](=[O:24])[NH:26]2)=[CH:15][CH:14]=1)(=[O:12])=[O:11], predict the reactants needed to synthesize it. The reactants are: [CH3:1][C:2]1[CH:7]=[C:6]([CH3:8])[CH:5]=[CH:4][C:3]=1[N:9]([CH2:29][CH:30]([CH3:32])[CH3:31])[S:10]([C:13]1[CH:18]=[CH:17][C:16]([CH:19]([N+:26]([O-])=O)[CH2:20][CH2:21][C:22]([O:24]C)=O)=[CH:15][CH:14]=1)(=[O:12])=[O:11].[H][H]. (7) Given the product [CH2:22]([O:21][C:17]([C:18]1[O:19][C:2]2[C:3]([F:10])=[CH:4][N:5]=[CH:6][C:7]=2[C:8]=1[NH2:9])=[O:20])[CH3:23], predict the reactants needed to synthesize it. The reactants are: Cl[C:2]1[C:7]([C:8]#[N:9])=[CH:6][N:5]=[CH:4][C:3]=1[F:10].C(=O)([O-])[O-].[K+].[K+].[C:17]([O:21][CH2:22][CH3:23])(=[O:20])[CH2:18][OH:19]. (8) Given the product [Cl:1][C:2]1[CH:7]=[CH:6][C:5]([N:8]([CH:9]([CH3:10])[CH2:11][OH:12])[S:15]([C:18]2[CH:23]=[CH:22][C:21]([O:24][CH3:25])=[C:20]([O:26][CH3:27])[CH:19]=2)(=[O:17])=[O:16])=[C:4]([CH2:28][C:29]2[C:34]([F:35])=[CH:33][CH:32]=[CH:31][C:30]=2[F:36])[CH:3]=1, predict the reactants needed to synthesize it. The reactants are: [Cl:1][C:2]1[CH:7]=[CH:6][C:5]([N:8]([S:15]([C:18]2[CH:23]=[CH:22][C:21]([O:24][CH3:25])=[C:20]([O:26][CH3:27])[CH:19]=2)(=[O:17])=[O:16])[C@H:9]([C:11](OC)=[O:12])[CH3:10])=[C:4]([CH2:28][C:29]2[C:34]([F:35])=[CH:33][CH:32]=[CH:31][C:30]=2[F:36])[CH:3]=1.[H-].[Al+3].[Li+].[H-].[H-].[H-].[OH-].[Na+]. (9) The reactants are: [NH2:1][C:2]1[CH:7]=[C:6]([CH:8]=[CH2:9])[N:5]=[C:4]([C:10]([O:12][CH3:13])=[O:11])[C:3]=1[O:14][CH3:15].[C:16](O[C:16]([O:18][C:19]([CH3:22])([CH3:21])[CH3:20])=[O:17])([O:18][C:19]([CH3:22])([CH3:21])[CH3:20])=[O:17]. Given the product [C:19]([O:18][C:16]([N:1]([C:16]([O:18][C:19]([CH3:22])([CH3:21])[CH3:20])=[O:17])[C:2]1[CH:7]=[C:6]([CH:8]=[CH2:9])[N:5]=[C:4]([C:10]([O:12][CH3:13])=[O:11])[C:3]=1[O:14][CH3:15])=[O:17])([CH3:22])([CH3:21])[CH3:20], predict the reactants needed to synthesize it. (10) The reactants are: [NH2:1][C:2]1[N:3]([CH3:8])[N:4]=[CH:5][C:6]=1[Br:7].C(N(CC)CC)C.[C:16]1([C:25]2[CH:30]=[CH:29][CH:28]=[CH:27][CH:26]=2)[CH:21]=[CH:20][C:19]([C:22](Cl)=[O:23])=[CH:18][CH:17]=1. Given the product [Br:7][C:6]1[CH:5]=[N:4][N:3]([CH3:8])[C:2]=1[NH:1][C:22]([C:19]1[CH:20]=[CH:21][C:16]([C:25]2[CH:26]=[CH:27][CH:28]=[CH:29][CH:30]=2)=[CH:17][CH:18]=1)=[O:23], predict the reactants needed to synthesize it.